The task is: Predict the reactants needed to synthesize the given product.. This data is from Full USPTO retrosynthesis dataset with 1.9M reactions from patents (1976-2016). (1) Given the product [NH2:19][C:13]1[N:12]=[C:11]([O:20][CH2:21][CH2:22][CH2:23][CH3:24])[N:10]=[C:9]2[C:14]=1[NH:15][C:16](=[O:17])[N:8]2[CH2:7][CH2:6][CH2:5][N:1]1[CH2:2][CH2:3][CH2:4]1, predict the reactants needed to synthesize it. The reactants are: [N:1]1([CH2:5][CH2:6][CH2:7][N:8]2[C:16]([O:17]C)=[N:15][C:14]3[C:9]2=[N:10][C:11]([O:20][CH2:21][CH2:22][CH2:23][CH3:24])=[N:12][C:13]=3[NH2:19])[CH2:4][CH2:3][CH2:2]1.Cl.O1CCOCC1. (2) Given the product [NH2:1][C:2]1[CH:7]=[CH:6][C:5]([C:16]2[CH:15]=[N:14][CH:13]=[C:12]([O:11][CH3:10])[CH:17]=2)=[CH:4][C:3]=1[OH:9], predict the reactants needed to synthesize it. The reactants are: [NH2:1][C:2]1[CH:7]=[CH:6][C:5](Br)=[CH:4][C:3]=1[OH:9].[CH3:10][O:11][C:12]1[CH:13]=[N:14][CH:15]=[C:16](B2OC(C)(C)C(C)(C)O2)[CH:17]=1.O1CCOCC1.[F-].[Cs+]. (3) The reactants are: [CH2:1]([O:3][C:4](=[O:15])[NH:5][C:6]1[C:11]([CH3:12])=[CH:10][C:9](Br)=[CH:8][C:7]=1[CH3:14])[CH3:2].C([Mg]Cl)(C)C.C([Li])(C)(C)C.CN(C)[CH:28]=[O:29]. Given the product [CH2:1]([O:3][C:4](=[O:15])[NH:5][C:6]1[C:11]([CH3:12])=[CH:10][C:9]([CH:28]=[O:29])=[CH:8][C:7]=1[CH3:14])[CH3:2], predict the reactants needed to synthesize it. (4) Given the product [BrH:32].[BrH:32].[N:20]1([C@H:18]2[CH2:17][CH2:16][C:14]3[N:15]=[C:11]([NH2:10])[S:12][C:13]=3[CH2:19]2)[CH2:21][CH2:22][O:23][CH2:24][CH2:25]1, predict the reactants needed to synthesize it. The reactants are: C(OC(=O)[NH:10][C:11]1[S:12][C:13]2[CH2:19][C@@H:18]([N:20]3[CH2:25][CH2:24][O:23][CH2:22][CH2:21]3)[CH2:17][CH2:16][C:14]=2[N:15]=1)C1C=CC=CC=1.CCOCC.[BrH:32].CC(O)=O. (5) Given the product [CH:15]1([CH:8]([NH:12][C:13]([C:15]2[CH:45]=[CH:44][C:18]3[N:19]([CH:38]4[CH2:39][CH2:40][CH2:41][CH2:42][CH2:43]4)[C:20]([C:22]4[CH:23]=[C:24]5[C:29](=[CH:30][CH:31]=4)[N:28]=[C:27]([C:54]4[CH:49]=[CH:50][CH:51]=[CH:52][CH:53]=4)[CH:26]=[N:25]5)=[N:21][C:17]=3[CH:16]=2)=[O:14])[C:9]([OH:11])=[O:10])[CH2:45][CH2:44][CH2:18][CH2:17][CH2:16]1, predict the reactants needed to synthesize it. The reactants are: C1(C[CH:8]([NH:12][C:13]([C:15]2[CH:45]=[CH:44][C:18]3[N:19]([CH:38]4[CH2:43][CH2:42][CH2:41][CH2:40][CH2:39]4)[C:20]([C:22]4[CH:23]=[C:24]5[C:29](=[CH:30][CH:31]=4)[N:28]=[C:27](C4C=CC=CC=4)[CH:26]=[N:25]5)=[N:21][C:17]=3[CH:16]=2)=[O:14])[C:9]([OH:11])=[O:10])CCCCC1.N(C(OCC1C2C(=CC=CC=2)C2C1=CC=CC=2)=O)[C@H](C(O)=O)C[CH:49]1[CH2:54][CH2:53][CH2:52][CH2:51][CH2:50]1. (6) Given the product [Cl:18][C:19]1[C:24]([C:25]([O:27][C:28]([CH3:31])([CH3:30])[CH3:29])=[O:26])=[CH:23][CH:22]=[C:21]([N:8]2[CH:9]=[CH:10][C:6]([O:5][CH2:1][CH:2]([CH3:4])[CH3:3])=[N:7]2)[N:20]=1, predict the reactants needed to synthesize it. The reactants are: [CH2:1]([O:5][C:6]1[CH:10]=[CH:9][NH:8][N:7]=1)[CH:2]([CH3:4])[CH3:3].CN(C=O)C.[H-].[Na+].[Cl:18][C:19]1[C:24]([C:25]([O:27][C:28]([CH3:31])([CH3:30])[CH3:29])=[O:26])=[CH:23][CH:22]=[C:21](Cl)[N:20]=1. (7) Given the product [C:1]([O:5][C:6]([N:8]1[CH2:9][CH2:10][CH:11]([NH:14][C:15]2([CH:18]3[CH2:22][CH2:21][NH:20][CH2:19]3)[CH2:16][CH2:17]2)[CH2:12][CH2:13]1)=[O:7])([CH3:4])([CH3:2])[CH3:3], predict the reactants needed to synthesize it. The reactants are: [C:1]([O:5][C:6]([N:8]1[CH2:13][CH2:12][CH:11]([N:14](CC2C=CC=CC=2)[C:15]2([CH:18]3[CH2:22][CH2:21][N:20](CC4C=CC=CC=4)[CH2:19]3)[CH2:17][CH2:16]2)[CH2:10][CH2:9]1)=[O:7])([CH3:4])([CH3:3])[CH3:2].OCC1(OC[C@@H](O)[C@@H](O)[C@H]1O)O. (8) Given the product [Cl:28][C:29]1[CH:30]=[C:31]([C:2]2[CH:3]=[C:4]([C:14]([NH:16][CH2:17][C:18]3[CH:23]=[CH:22][C:21]([O:24][CH3:25])=[C:20]([O:26][CH3:27])[CH:19]=3)=[O:15])[C:5]([C:8]3[CH:9]=[N:10][CH:11]=[CH:12][CH:13]=3)=[N:6][CH:7]=2)[CH:32]=[C:33]([Cl:35])[CH:34]=1, predict the reactants needed to synthesize it. The reactants are: Cl[C:2]1[CH:3]=[C:4]([C:14]([NH:16][CH2:17][C:18]2[CH:23]=[CH:22][C:21]([O:24][CH3:25])=[C:20]([O:26][CH3:27])[CH:19]=2)=[O:15])[C:5]([C:8]2[CH:9]=[N:10][CH:11]=[CH:12][CH:13]=2)=[N:6][CH:7]=1.[Cl:28][C:29]1[CH:30]=[C:31](B(O)O)[CH:32]=[C:33]([Cl:35])[CH:34]=1.C1(CNCC2CCCCC2)CCCCC1. (9) Given the product [C:6]1([C:12]2[NH:13][C:14]3[C:19]([C:20]=2[CH2:21][CH2:22][O:23][S:2]([CH3:1])(=[O:4])=[O:3])=[CH:18][CH:17]=[CH:16][CH:15]=3)[CH:7]=[CH:8][CH:9]=[CH:10][CH:11]=1, predict the reactants needed to synthesize it. The reactants are: [CH3:1][S:2](Cl)(=[O:4])=[O:3].[C:6]1([C:12]2[NH:13][C:14]3[C:19]([C:20]=2[CH2:21][CH2:22][OH:23])=[CH:18][CH:17]=[CH:16][CH:15]=3)[CH:11]=[CH:10][CH:9]=[CH:8][CH:7]=1.C(N(CC)CC)C.Cl.